Dataset: Forward reaction prediction with 1.9M reactions from USPTO patents (1976-2016). Task: Predict the product of the given reaction. Given the reactants Br[C:2]1[CH:3]=[C:4]([CH:24]=[CH:25][C:26]=1[CH3:27])[C:5]([NH:7][C:8]1[CH:13]=[CH:12][C:11]([CH2:14][N:15]2[CH2:19][CH2:18][CH2:17][CH2:16]2)=[C:10]([C:20]([F:23])([F:22])[F:21])[CH:9]=1)=[O:6].Br[C:29]1[CH:30]=[C:31]2[C:36](=[CH:37][CH:38]=1)[CH:35]=[N:34][N:33]=[CH:32]2.N, predict the reaction product. The product is: [CH3:27][C:26]1[CH:25]=[CH:24][C:4]([C:5]([NH:7][C:8]2[CH:13]=[CH:12][C:11]([CH2:14][N:15]3[CH2:16][CH2:17][CH2:18][CH2:19]3)=[C:10]([C:20]([F:21])([F:22])[F:23])[CH:9]=2)=[O:6])=[CH:3][C:2]=1[C:29]1[CH:30]=[C:31]2[C:36](=[CH:37][CH:38]=1)[CH:35]=[N:34][N:33]=[CH:32]2.